Regression. Given two drug SMILES strings and cell line genomic features, predict the synergy score measuring deviation from expected non-interaction effect. From a dataset of NCI-60 drug combinations with 297,098 pairs across 59 cell lines. Drug 1: CCCS(=O)(=O)NC1=C(C(=C(C=C1)F)C(=O)C2=CNC3=C2C=C(C=N3)C4=CC=C(C=C4)Cl)F. Drug 2: CC12CCC3C(C1CCC2=O)CC(=C)C4=CC(=O)C=CC34C. Cell line: MCF7. Synergy scores: CSS=9.64, Synergy_ZIP=1.35, Synergy_Bliss=1.81, Synergy_Loewe=-14.1, Synergy_HSA=0.775.